From a dataset of Full USPTO retrosynthesis dataset with 1.9M reactions from patents (1976-2016). Predict the reactants needed to synthesize the given product. (1) The reactants are: [C:1]([C:5]1[N:10]=[CH:9][C:8]([CH:11]([NH2:13])[CH3:12])=[CH:7][CH:6]=1)([CH3:4])([CH3:3])[CH3:2].C(C1C=CC(C#N)=[C:20]([O:26]C)N=1)(C)(C)C.C[Mg+].[Br-].C1(C)C=CC=CC=1.C1COCC1.[BH4-].[Na+]. Given the product [C:1]([C:5]1[N:10]=[C:9]([O:26][CH3:20])[C:8]([CH:11]([NH2:13])[CH3:12])=[CH:7][CH:6]=1)([CH3:4])([CH3:2])[CH3:3], predict the reactants needed to synthesize it. (2) The reactants are: Cl[C:2]1[CH:11]=[N:10][C:9]2[C:8]([C:12]([O:14][CH3:15])=[O:13])=[C:7]([O:16][CH3:17])[C:6]([C:18]3[CH:23]=[CH:22][CH:21]=[CH:20][N:19]=3)=[CH:5][C:4]=2[N:3]=1.[C:24]1(B(O)O)[CH:29]=[CH:28][CH:27]=[CH:26][CH:25]=1.C(=O)([O-])[O-].[K+].[K+]. Given the product [CH3:17][O:16][C:7]1[C:6]([C:18]2[CH:23]=[CH:22][CH:21]=[CH:20][N:19]=2)=[CH:5][C:4]2[N:3]=[C:2]([C:24]3[CH:29]=[CH:28][CH:27]=[CH:26][CH:25]=3)[CH:11]=[N:10][C:9]=2[C:8]=1[C:12]([O:14][CH3:15])=[O:13], predict the reactants needed to synthesize it. (3) Given the product [C:3]([O-:6])([O-:5])=[O:4].[C:3]([O-:6])([O-:5])=[O:4].[OH:9][OH:10].[OH:9][OH:10].[OH:9][OH:10].[Na+:1].[Na+:1].[Na+:1].[Na+:1], predict the reactants needed to synthesize it. The reactants are: [Na+:1].[Cl-].[C:3](=[O:6])([O-:5])[O-:4].[Na+].[Na+].[OH:9][OH:10]. (4) Given the product [C:2]([C:4]1[CH:9]=[C:8]([O:10][S:18]([C:21]([F:24])([F:23])[F:22])(=[O:20])=[O:19])[CH:7]=[C:6]([O:11][S:18]([C:21]([F:24])([F:23])[F:22])(=[O:20])=[O:19])[CH:5]=1)(=[O:3])[CH3:1].[CH2:13]([O:10][CH2:8][CH3:9])[CH3:14], predict the reactants needed to synthesize it. The reactants are: [CH3:1][C:2]([C:4]1[CH:5]=[C:6]([OH:11])[CH:7]=[C:8]([OH:10])[CH:9]=1)=[O:3].N1C=CC=[CH:14][CH:13]=1.[S:18](O[S:18]([C:21]([F:24])([F:23])[F:22])(=[O:20])=[O:19])([C:21]([F:24])([F:23])[F:22])(=[O:20])=[O:19].